This data is from Forward reaction prediction with 1.9M reactions from USPTO patents (1976-2016). The task is: Predict the product of the given reaction. (1) Given the reactants [F:1][C:2]1[CH:7]=[C:6]([F:8])[CH:5]=[CH:4][C:3]=1[C:9]1[CH:14]=[CH:13][CH:12]=[C:11]([NH:15][C:16]([C:18]2[N:19]([CH3:30])[C:20]3[C:25]([CH:26]=2)=[CH:24][CH:23]=[C:22]([N+:27]([O-])=O)[CH:21]=3)=[O:17])[CH:10]=1.[NH4+].[Cl-], predict the reaction product. The product is: [NH2:27][C:22]1[CH:21]=[C:20]2[C:25]([CH:26]=[C:18]([C:16]([NH:15][C:11]3[CH:10]=[C:9]([C:3]4[CH:4]=[CH:5][C:6]([F:8])=[CH:7][C:2]=4[F:1])[CH:14]=[CH:13][CH:12]=3)=[O:17])[N:19]2[CH3:30])=[CH:24][CH:23]=1. (2) Given the reactants Br[C:2]1[C:3]([C:19](=[O:21])[NH2:20])=[C:4]2[CH2:9][N:8]([C:10]([O:12][C:13]([CH3:16])([CH3:15])[CH3:14])=[O:11])[CH2:7][CH2:6][N:5]2[C:17]=1[Cl:18].[C:22]([C:24]1[CH:25]=[C:26](B(O)O)[CH:27]=[CH:28][CH:29]=1)#[N:23].O.C(=O)([O-])[O-].[Cs+].[Cs+], predict the reaction product. The product is: [C:19]([C:3]1[C:2]([C:28]2[CH:27]=[CH:26][CH:25]=[C:24]([C:22]#[N:23])[CH:29]=2)=[C:17]([Cl:18])[N:5]2[CH2:6][CH2:7][N:8]([C:10]([O:12][C:13]([CH3:16])([CH3:15])[CH3:14])=[O:11])[CH2:9][C:4]=12)(=[O:21])[NH2:20]. (3) Given the reactants [Br:1][C:2]1[CH:3]=[C:4]([CH:8]=[C:9](Br)[CH:10]=1)[C:5]([OH:7])=[O:6].[CH3:12][O-:13].[Na+].CO.Cl, predict the reaction product. The product is: [Br:1][C:2]1[CH:3]=[C:4]([CH:8]=[C:9]([O:13][CH3:12])[CH:10]=1)[C:5]([OH:7])=[O:6]. (4) Given the reactants [CH3:1][O:2][C:3](=[O:28])[C@@H:4]([NH:14][C:15]([C:17]1[CH:26]=[C:25]([OH:27])[C:24]2[C:19](=[CH:20][CH:21]=[CH:22][CH:23]=2)[N:18]=1)=[O:16])[CH2:5][CH2:6][C:7]([O:9][C:10]([CH3:13])([CH3:12])[CH3:11])=[O:8].CN(C=O)C.C(=O)([O-])[O-].[Cs+].[Cs+].[CH2:40]([O:47][C:48](=[O:51])[CH2:49]Br)[C:41]1[CH:46]=[CH:45][CH:44]=[CH:43][CH:42]=1, predict the reaction product. The product is: [CH3:1][O:2][C:3](=[O:28])[C@@H:4]([NH:14][C:15]([C:17]1[CH:26]=[C:25]([O:27][CH2:49][C:48]([O:47][CH2:40][C:41]2[CH:46]=[CH:45][CH:44]=[CH:43][CH:42]=2)=[O:51])[C:24]2[C:19](=[CH:20][CH:21]=[CH:22][CH:23]=2)[N:18]=1)=[O:16])[CH2:5][CH2:6][C:7]([O:9][C:10]([CH3:13])([CH3:12])[CH3:11])=[O:8]. (5) Given the reactants [Cl:1][C:2]1[C:7]([C:8]2[CH:9]=[CH:10][C:11]3[C:12]4[CH:20]=[N:19][NH:18][C:13]=4[N:14]=[CH:15][C:16]=3[CH:17]=2)=[C:6]([F:21])[CH:5]=[CH:4][C:3]=1[NH:22][S:23]([CH2:26][CH2:27][CH3:28])(=[O:25])=[O:24].C1C(=O)N([Br:36])C(=O)C1, predict the reaction product. The product is: [Br:36][C:20]1[C:12]2[C:11]3[CH:10]=[CH:9][C:8]([C:7]4[C:2]([Cl:1])=[C:3]([NH:22][S:23]([CH2:26][CH2:27][CH3:28])(=[O:24])=[O:25])[CH:4]=[CH:5][C:6]=4[F:21])=[CH:17][C:16]=3[CH:15]=[N:14][C:13]=2[NH:18][N:19]=1. (6) The product is: [Cl:16][C:17]1[CH:18]=[CH:19][C:20]([C@H:23]2[C@@:25]3([C:33]4[C:28](=[CH:29][CH:30]=[CH:31][CH:32]=4)[N:27]([CH2:13][CH2:14][NH:10][CH2:9][CH2:8][N:6]4[CH2:7][CH:2]([CH3:1])[O:3][CH:4]([CH3:11])[CH2:5]4)[C:26]3=[O:34])[CH2:24]2)=[CH:21][CH:22]=1. Given the reactants [CH3:1][CH:2]1[CH2:7][N:6]([CH2:8][CH2:9][NH2:10])[CH2:5][CH:4]([CH3:11])[O:3]1.Br[CH:13]=[CH:14]Br.[Cl:16][C:17]1[CH:22]=[CH:21][C:20]([C@@H:23]2[C@:25]3([C:33]4[C:28](=[CH:29][CH:30]=[CH:31][CH:32]=4)[NH:27][C:26]3=[O:34])[CH2:24]2)=[CH:19][CH:18]=1, predict the reaction product. (7) The product is: [C:18]([N:12]1[CH:11]([CH3:10])[CH2:16][N:15]([C:2]2[CH:9]=[CH:8][C:5]([CH:6]=[O:7])=[CH:4][CH:3]=2)[CH2:14][CH:13]1[CH3:17])(=[O:20])[CH3:19]. Given the reactants F[C:2]1[CH:9]=[CH:8][C:5]([CH:6]=[O:7])=[CH:4][CH:3]=1.[CH3:10][CH:11]1[CH2:16][NH:15][CH2:14][CH:13]([CH3:17])[N:12]1[C:18](=[O:20])[CH3:19].C(=O)([O-])[O-].[K+].[K+], predict the reaction product.